Predict the product of the given reaction. From a dataset of Forward reaction prediction with 1.9M reactions from USPTO patents (1976-2016). (1) Given the reactants [H-].[Na+].[CH3:3][O:4][C:5]1[CH:12]=[CH:11][C:8]([CH2:9][SH:10])=[CH:7][CH:6]=1.[CH2:13]([O:15][C:16](=[O:34])[C@H:17]([NH2:33])[CH2:18][CH:19]([C:26]([O:28][C:29]([CH3:32])([CH3:31])[CH3:30])=[O:27])[CH2:20]OS(C)(=O)=O)[CH3:14].O, predict the reaction product. The product is: [CH2:13]([O:15][C:16](=[O:34])[C@H:17]([NH2:33])[CH2:18][CH:19]([C:26]([O:28][C:29]([CH3:32])([CH3:31])[CH3:30])=[O:27])[CH2:20][S:10][CH2:9][C:8]1[CH:11]=[CH:12][C:5]([O:4][CH3:3])=[CH:6][CH:7]=1)[CH3:14]. (2) Given the reactants [CH2:1]([O:8][C:9]1[C:13]2([CH2:18][CH2:17][N:16]([O:19][CH3:20])[CH2:15][CH2:14]2)[NH:12][C:11](=[O:21])[C:10]=1[C:22]1[C:27]([CH3:28])=[CH:26][C:25]([CH3:29])=[CH:24][C:23]=1[CH3:30])[C:2]1[CH:7]=[CH:6][CH:5]=[CH:4][CH:3]=1.Br[CH2:32][CH:33]1[CH2:35][CH2:34]1.CC(C)([O-])C.[K+], predict the reaction product. The product is: [CH2:1]([O:8][C:9]1[C:13]2([CH2:14][CH2:15][N:16]([O:19][CH3:20])[CH2:17][CH2:18]2)[N:12]([CH2:32][CH:33]2[CH2:35][CH2:34]2)[C:11](=[O:21])[C:10]=1[C:22]1[C:23]([CH3:30])=[CH:24][C:25]([CH3:29])=[CH:26][C:27]=1[CH3:28])[C:2]1[CH:7]=[CH:6][CH:5]=[CH:4][CH:3]=1.